This data is from Catalyst prediction with 721,799 reactions and 888 catalyst types from USPTO. The task is: Predict which catalyst facilitates the given reaction. (1) Reactant: [Li]CCCC.[CH3:6][N:7]1[CH:11]=[CH:10][N:9]=[N:8]1.[Cl:12][C:13]1[C:22]2[C:17](=[CH:18][CH:19]=[C:20]([C:23]([C:25]3[N:29]([CH3:30])[C:28]([CH3:31])=[N:27][CH:26]=3)=[O:24])[CH:21]=2)[N:16]=[C:15]([O:32][CH3:33])[C:14]=1[CH2:34][N:35]1[CH2:38][CH:37]([C:39]([F:42])([F:41])[F:40])[CH2:36]1. Product: [Cl:12][C:13]1[C:22]2[C:17](=[CH:18][CH:19]=[C:20]([C:23]([C:25]3[N:29]([CH3:30])[C:28]([CH3:31])=[N:27][CH:26]=3)([C:11]3[N:7]([CH3:6])[N:8]=[N:9][CH:10]=3)[OH:24])[CH:21]=2)[N:16]=[C:15]([O:32][CH3:33])[C:14]=1[CH2:34][N:35]1[CH2:38][CH:37]([C:39]([F:40])([F:41])[F:42])[CH2:36]1. The catalyst class is: 1. (2) Reactant: [F:1][C:2]1[CH:3]=[CH:4][C:5]([O:30][CH3:31])=[C:6]([C:8]2[CH:13]=[CH:12][N:11]=[C:10]3[NH:14][C:15]([CH:17]4[CH2:22][CH2:21][N:20](C(OC(C)(C)C)=O)[CH2:19][CH2:18]4)=[CH:16][C:9]=23)[CH:7]=1.FC(F)(F)C(O)=O. Product: [F:1][C:2]1[CH:3]=[CH:4][C:5]([O:30][CH3:31])=[C:6]([C:8]2[CH:13]=[CH:12][N:11]=[C:10]3[NH:14][C:15]([CH:17]4[CH2:18][CH2:19][NH:20][CH2:21][CH2:22]4)=[CH:16][C:9]=23)[CH:7]=1. The catalyst class is: 4. (3) Reactant: C([O:3][C:4]([C:6]1[CH:15]=[CH:14][C:13]2[C:8](=[CH:9][CH:10]=[C:11]([C:16]3[C:24]4[C:19](=[CH:20][CH:21]=[C:22]([C:25]#[N:26])[CH:23]=4)[N:18]([CH:27]4[CH2:32][CH2:31][CH2:30][CH2:29][O:28]4)[N:17]=3)[CH:12]=2)[CH:7]=1)=[O:5])C.O.[OH-].[Li+]. Product: [C:25]([C:22]1[CH:23]=[C:24]2[C:19](=[CH:20][CH:21]=1)[N:18]([CH:27]1[CH2:32][CH2:31][CH2:30][CH2:29][O:28]1)[N:17]=[C:16]2[C:11]1[CH:12]=[C:13]2[C:8](=[CH:9][CH:10]=1)[CH:7]=[C:6]([C:4]([OH:5])=[O:3])[CH:15]=[CH:14]2)#[N:26]. The catalyst class is: 20. (4) Reactant: Cl[CH:2]([CH3:15])[C:3]([C:5]1[CH:10]=[CH:9][C:8]([NH:11][C:12](=[O:14])[CH3:13])=[CH:7][CH:6]=1)=[O:4].Cl.[CH3:17][NH:18][CH3:19].C([O-])([O-])=O.[K+].[K+].O. Product: [CH3:17][N:18]([CH3:19])[CH:2]([CH3:15])[C:3]([C:5]1[CH:10]=[CH:9][C:8]([NH:11][C:12](=[O:14])[CH3:13])=[CH:7][CH:6]=1)=[O:4]. The catalyst class is: 23. (5) Reactant: CO[CH2:3][O:4][C:5]1[CH:6]=[CH:7][C:8]2[C@@H]3[C@@H](CC[C:20]=2[CH:21]=1)[C@H]1[C@@](C)([C@@H](OCOC)CC1)CC3.COCCl.[CH3:31][C@@:32]12[C@@H:40]([OH:41])[CH2:39][CH2:38][C@H:37]1[C@@H:36]1[CH2:42][CH2:43][C:44]3[CH:49]=[C:48]([OH:50])[CH:47]=[CH:46][C:45]=3[C@H:35]1[CH2:34][CH2:33]2.C(N(C(C)C)CC)(C)C. Product: [CH3:3][O:4][CH2:5][CH2:21][CH2:20][CH2:8][CH2:7][CH2:6][C@@H:43]1[CH2:42][C@@H:36]2[C@H:35]([CH2:34][CH2:33][C@@:32]3([CH3:31])[C@H:37]2[CH2:38][CH2:39][CH:40]3[OH:41])[C:45]2[CH:46]=[CH:47][C:48]([OH:50])=[CH:49][C:44]1=2. The catalyst class is: 1. (6) Reactant: C(=O)([O-])[O-].[Na+].[Na+].C1(P(C2C=CC=CC=2)C2C=CC=CC=2)C=CC=CC=1.Cl[C:27]1[N:32]=[CH:31][C:30]([C:33]([O:35][CH3:36])=[O:34])=[CH:29][N:28]=1.[Cl:37][C:38]1[CH:39]=[C:40](B(O)O)[CH:41]=[CH:42][CH:43]=1.[NH4+].[Cl-]. Product: [Cl:37][C:38]1[CH:43]=[C:42]([C:27]2[N:32]=[CH:31][C:30]([C:33]([O:35][CH3:36])=[O:34])=[CH:29][N:28]=2)[CH:41]=[CH:40][CH:39]=1. The catalyst class is: 584. (7) Reactant: [O:1]([CH2:8][C:9]1[NH:10][CH:11]=[C:12]([C:14]2[CH:27]=[CH:26][C:17]([O:18][C:19]3[CH:25]=[CH:24][C:22]([NH2:23])=[CH:21][CH:20]=3)=[CH:16][CH:15]=2)[N:13]=1)[C:2]1[CH:7]=[CH:6][CH:5]=[CH:4][CH:3]=1.[CH:28]([N:31]=[C:32]=[O:33])([CH3:30])[CH3:29].O.C(OCC)(=O)C. Product: [CH:28]([NH:31][C:32]([NH:23][C:22]1[CH:21]=[CH:20][C:19]([O:18][C:17]2[CH:26]=[CH:27][C:14]([C:12]3[N:13]=[C:9]([CH2:8][O:1][C:2]4[CH:7]=[CH:6][CH:5]=[CH:4][CH:3]=4)[NH:10][CH:11]=3)=[CH:15][CH:16]=2)=[CH:25][CH:24]=1)=[O:33])([CH3:30])[CH3:29]. The catalyst class is: 9. (8) Reactant: [C:1]([O:5][C:6]([N:8]1[CH2:13][CH2:12][C@H:11]([NH:14][C:15]([C:17]2[NH:18][C:19]([CH3:24])=[C:20]([Cl:23])[C:21]=2[Cl:22])=[O:16])[C@H:10]([CH2:25]OS(C2C=CC(C)=CC=2)(=O)=O)[CH2:9]1)=[O:7])([CH3:4])([CH3:3])[CH3:2].[CH3:37][NH2:38]. Product: [C:1]([O:5][C:6]([N:8]1[CH2:13][CH2:12][C@H:11]([NH:14][C:15]([C:17]2[NH:18][C:19]([CH3:24])=[C:20]([Cl:23])[C:21]=2[Cl:22])=[O:16])[C@H:10]([CH2:25][NH:38][CH3:37])[CH2:9]1)=[O:7])([CH3:4])([CH3:3])[CH3:2]. The catalyst class is: 49. (9) Reactant: [OH:1][C:2]1[C:11]2[C:6](=[N:7][CH:8]=[CH:9][CH:10]=2)[N:5]([C:12]2[CH:17]=[CH:16][CH:15]=[CH:14][CH:13]=2)[C:4](=[O:18])[CH:3]=1.[H-].[Na+].[H][H].[C:23]1([CH:29]([CH2:33][CH3:34])[C:30](Cl)=[O:31])[CH:28]=[CH:27][CH:26]=[CH:25][CH:24]=1.C(=O)([O-])O.[Na+]. Product: [C:12]1([N:5]2[C:6]3[C:11](=[CH:10][CH:9]=[CH:8][N:7]=3)[C:2]([O:1][C:30](=[O:31])[CH:29]([C:23]3[CH:28]=[CH:27][CH:26]=[CH:25][CH:24]=3)[CH2:33][CH3:34])=[CH:3][C:4]2=[O:18])[CH:13]=[CH:14][CH:15]=[CH:16][CH:17]=1. The catalyst class is: 3.